This data is from HIV replication inhibition screening data with 41,000+ compounds from the AIDS Antiviral Screen. The task is: Binary Classification. Given a drug SMILES string, predict its activity (active/inactive) in a high-throughput screening assay against a specified biological target. (1) The compound is Cn1cc(NC(=O)Nc2cc(C(=O)Nc3cc(C(=O)Nc4cc(C(=O)Nc5cc(P(=O)(O)O)c6cccc(P(=O)(O)O)c6c5)n(C)c4)n(C)c3)n(C)c2)cc1C(=O)Nc1cc(C(=O)Nc2cc(C(=O)Nc3cc(P(=O)(O)O)c4cccc(P(=O)(O)O)c4c3)n(C)c2)n(C)c1.[NaH]. The result is 1 (active). (2) The compound is Cc1cn(C2CC(N(C)O)C(CO)O2)c(=O)[nH]c1=O. The result is 1 (active).